Predict the reaction yield, written as a fraction of the theoretical maximum amount of product (1.0 means a 100% yield; for example, 0.34 means a 34% yield). From a dataset of Reaction yield outcomes from USPTO patents with 853,638 reactions. (1) The reactants are C(OC(=O)[NH:5][C:6]1[S:10][N:9]=[C:8]([S:11][CH2:12][CH2:13][CH2:14][CH2:15][CH3:16])[C:7]=1[C:17]#[N:18])C.S(=O)(=O)(O)[OH:21]. No catalyst specified. The product is [NH2:5][C:6]1[S:10][N:9]=[C:8]([S:11][CH2:12][CH2:13][CH2:14][CH2:15][CH3:16])[C:7]=1[C:17]([NH2:18])=[O:21]. The yield is 1.00. (2) The reactants are [CH3:1][O:2][C:3]([C@@H:5]([N:13]1[CH2:21][C:17]2[CH:18]=[CH:19][S:20][C:16]=2[CH2:15][CH2:14]1)[C:6]1[CH:7]=[CH:8][CH:9]=[CH:10][C:11]=1[Cl:12])=[O:4].[S:22](=[O:26])(=[O:25])([OH:24])[OH:23]. The catalyst is CC(C)=O. The product is [CH3:1][O:2][C:3]([C@@H:5]([N:13]1[CH2:21][C:17]2[CH:18]=[CH:19][S:20][C:16]=2[CH2:15][CH2:14]1)[C:6]1[C:11]([Cl:12])=[CH:10][CH:9]=[CH:8][CH:7]=1)=[O:4].[OH:25][S:22]([OH:26])(=[O:24])=[O:23]. The yield is 0.780. (3) The reactants are [F:1][C:2]1[CH:7]=[CH:6][C:5]([N+:8]([O-])=O)=[CH:4][C:3]=1[C:11]1[C:12]([C:17]#[N:18])=[CH:13][CH:14]=[CH:15][CH:16]=1.O.O.[Sn](Cl)Cl. The catalyst is C(O)C.O1CCCC1. The product is [NH2:8][C:5]1[CH:6]=[CH:7][C:2]([F:1])=[C:3]([C:11]2[C:12]([C:17]#[N:18])=[CH:13][CH:14]=[CH:15][CH:16]=2)[CH:4]=1. The yield is 0.750. (4) The reactants are B(Br)(Br)Br.[F:5][C:6]([F:29])([F:28])[C:7]([N:9]1[CH2:18][CH2:17][C:16]2[C:11](=[CH:12][CH:13]=[C:14]([O:19]C)[CH:15]=2)[CH:10]1[C:21]1[CH:26]=[CH:25][C:24]([I:27])=[CH:23][CH:22]=1)=[O:8].CO. The catalyst is C(Cl)Cl. The product is [F:29][C:6]([F:5])([F:28])[C:7]([N:9]1[CH2:18][CH2:17][C:16]2[C:11](=[CH:12][CH:13]=[C:14]([OH:19])[CH:15]=2)[CH:10]1[C:21]1[CH:26]=[CH:25][C:24]([I:27])=[CH:23][CH:22]=1)=[O:8]. The yield is 0.830. (5) The product is [OH:1][N:2]=[C:3]([C:4]1[C:8]([NH:9][CH2:10][CH2:11][O:12][CH3:13])=[N:7][O:6][N:5]=1)[NH:20][C:19]1[CH:21]=[CH:22][CH:23]=[C:17]([C:16]([F:15])([F:24])[F:25])[CH:18]=1. The catalyst is O.[Cl-].[Na+].O. The yield is 0.800. The reactants are [OH:1][N:2]=[C:3](Cl)[C:4]1[C:8]([NH:9][CH2:10][CH2:11][O:12][CH3:13])=[N:7][O:6][N:5]=1.[F:15][C:16]([F:25])([F:24])[C:17]1[CH:18]=[C:19]([CH:21]=[CH:22][CH:23]=1)[NH2:20].C(=O)(O)[O-].[Na+].C(OCC)(=O)C. (6) The reactants are [CH3:1][C:2]1[CH:3]=[C:4]2[C:9](=[CH:10][CH:11]=1)[N:8]=[C:7]([C:12]([OH:14])=O)[N:6]=[CH:5]2.[N:15]1[CH:16]=[CH:17][N:18]2[CH:23]=[CH:22][N:21]=[C:20]([N:24]3[CH2:28][CH2:27][C@H:26]([NH2:29])[CH2:25]3)[C:19]=12.C(N(CC)CC)C.CN(C(ON1N=NC2C=CC=NC1=2)=[N+](C)C)C.F[P-](F)(F)(F)(F)F. The catalyst is CS(C)=O. The product is [N:15]1[CH:16]=[CH:17][N:18]2[CH:23]=[CH:22][N:21]=[C:20]([N:24]3[CH2:28][CH2:27][C@H:26]([NH:29][C:12]([C:7]4[N:6]=[CH:5][C:4]5[C:9](=[CH:10][CH:11]=[C:2]([CH3:1])[CH:3]=5)[N:8]=4)=[O:14])[CH2:25]3)[C:19]=12. The yield is 0.860.